Dataset: Reaction yield outcomes from USPTO patents with 853,638 reactions. Task: Predict the reaction yield, written as a fraction of the theoretical maximum amount of product (1.0 means a 100% yield; for example, 0.34 means a 34% yield). (1) The reactants are [Cl:1][C:2]1[CH:7]=[CH:6][N:5]2[N:8]=[CH:9][CH:10]=[C:4]2[N:3]=1.O=P(Cl)(Cl)Cl.CN([CH:19]=[O:20])C. No catalyst specified. The product is [Cl:1][C:2]1[CH:7]=[CH:6][N:5]2[N:8]=[CH:9][C:10]([CH:19]=[O:20])=[C:4]2[N:3]=1. The yield is 0.820. (2) The reactants are CC1NC(C)=CC=1[C:7]1[CH:12]=[CH:11][CH:10]=[C:9]([C:13]2[C:22]3[CH2:21][CH2:20][CH2:19][CH2:18][C:17]=3[C:16]([OH:23])=[CH:15][CH:14]=2)[N:8]=1.Cl[CH:26]1C[CH2:30][CH2:29][CH2:28][C:27]1=O.C(=O)([O-])[O-].[K+].[K+].[I-].[Na+].Cl.CON.[CH2:45]=[N:46]O.CSC.B.C(=O)([O-])[O-].[Na+].[Na+].[F-].[Cs+].Cl.[NH2:61]O. The catalyst is CN(C)C=O.CO.O1CCCC1.C(O)C.C(N(CC)CC)C. The product is [NH2:46][CH:45]1[CH2:30][CH2:29][CH2:28][CH2:27][CH:26]1[O:23][C:16]1[C:17]2[CH2:18][CH2:19][CH2:20][CH2:21][C:22]=2[C:13]([C:9]2[N:8]=[C:7]([NH2:61])[CH:12]=[CH:11][CH:10]=2)=[CH:14][CH:15]=1. The yield is 0.890. (3) The reactants are [C:1]([C:5]1[C:13]2[C:8](=[CH:9][C:10]([N+:14]([O-])=O)=[CH:11][CH:12]=2)[NH:7][CH:6]=1)([CH3:4])([CH3:3])[CH3:2]. The catalyst is C(O)C.[Ni]. The product is [C:1]([C:5]1[C:13]2[C:8](=[CH:9][C:10]([NH2:14])=[CH:11][CH:12]=2)[NH:7][CH:6]=1)([CH3:4])([CH3:2])[CH3:3]. The yield is 0.773. (4) The reactants are [Cl:1][C:2]1[CH:7]=[CH:6][CH:5]=[CH:4][C:3]=1[S:8](Cl)(=[O:10])=[O:9].Cl.Cl.NCCCC[CH:19]1[CH:29]2[C:30]3[C:25]([CH2:26][CH2:27][NH:28]2)=[CH:24][C:23]([O:31][CH3:32])=[C:22]([O:33][CH3:34])[C:21]=3[C:20]1=[O:35]. The catalyst is C(Cl)Cl. The product is [ClH:1].[Cl:1][C:2]1[CH:7]=[CH:6][CH:5]=[CH:4][C:3]=1[S:8]([NH:28][CH2:27][CH2:26][CH2:25][CH2:24][N:28]1[CH2:27][CH2:26][C:25]2[C:30]3[CH:29]1[CH2:19][C:20](=[O:35])[C:21]=3[C:22]([O:33][CH3:34])=[C:23]([O:31][CH3:32])[CH:24]=2)(=[O:10])=[O:9]. The yield is 0.660. (5) The reactants are CS(O[CH2:6][CH2:7][N:8]1[CH:12]=[C:11]([C:13]2[CH:18]=[C:17]([C:19]([O:21]C)=[O:20])[CH:16]=[CH:15][N:14]=2)[N:10]=[CH:9]1)(=O)=O.[Cl:23][C:24]1[CH:25]=[C:26]([CH:32]=[CH:33][C:34]=1[Cl:35])[CH2:27][NH:28][CH:29]1[CH2:31][CH2:30]1. No catalyst specified. The product is [CH:29]1([N:28]([CH2:27][C:26]2[CH:32]=[CH:33][C:34]([Cl:35])=[C:24]([Cl:23])[CH:25]=2)[CH2:6][CH2:7][N:8]2[CH:12]=[C:11]([C:13]3[CH:18]=[C:17]([C:19]([OH:21])=[O:20])[CH:16]=[CH:15][N:14]=3)[N:10]=[CH:9]2)[CH2:30][CH2:31]1. The yield is 0.0700. (6) The reactants are [CH2:1]1[O:11][C:10]2[CH:9]=[CH:8][C:5]([CH2:6][OH:7])=[CH:4][C:3]=2[O:2]1.[I:12]I. The catalyst is C(Cl)(Cl)Cl. The product is [I:12][C:8]1[C:5]([CH2:6][OH:7])=[CH:4][C:3]2[O:2][CH2:1][O:11][C:10]=2[CH:9]=1. The yield is 0.560. (7) The reactants are [CH:1]1(/[CH:4]=[CH:5]/[C:6]2[C:26]([CH3:27])=[CH:25][CH:24]=[CH:23][C:7]=2[C:8]([NH:10][C:11]2([C:20]([OH:22])=[O:21])[CH2:19][C:18]3[C:13](=[CH:14][CH:15]=[CH:16][CH:17]=3)[CH2:12]2)=[O:9])[CH2:3][CH2:2]1. The product is [CH:1]1([CH2:4][CH2:5][C:6]2[C:26]([CH3:27])=[CH:25][CH:24]=[CH:23][C:7]=2[C:8]([NH:10][C:11]2([C:20]([OH:22])=[O:21])[CH2:19][C:18]3[C:13](=[CH:14][CH:15]=[CH:16][CH:17]=3)[CH2:12]2)=[O:9])[CH2:2][CH2:3]1. The yield is 0.250. The catalyst is CCO.[Pd]. (8) The reactants are [CH:1]1[N:6]=[C:5]([Cl:7])[C:4]2[N:8]=[CH:9][N:10]([C@@H:11]3[O:15][C@H:14]([CH2:16][OH:17])[C@@H:13]([OH:18])[C@H:12]3[OH:19])[C:3]=2[N:2]=1.P(Cl)(Cl)(Cl)=O.[OH-].[NH4+].[P:27](OC)([O:31]C)([O:29]C)=[O:28]. The catalyst is O. The product is [CH:1]1[N:6]=[C:5]([Cl:7])[C:4]2[N:8]=[CH:9][N:10]([C@@H:11]3[O:15][C@H:14]([CH2:16][O:17][P:27]([OH:31])([OH:29])=[O:28])[C@@H:13]([OH:18])[C@H:12]3[OH:19])[C:3]=2[N:2]=1. The yield is 0.750. (9) The reactants are [CH2:1]([N:8]([CH2:18][CH:19](O)[CH2:20][N:21]([CH2:31][C:32]1[CH:37]=[CH:36][CH:35]=[CH:34][CH:33]=1)[C:22]([O:24][CH2:25][C:26]1[S:30][CH:29]=[N:28][CH:27]=1)=[O:23])[C:9](=[O:17])[O:10][CH2:11][C:12]1[S:16][CH:15]=[N:14][CH:13]=1)[C:2]1[CH:7]=[CH:6][CH:5]=[CH:4][CH:3]=1.CC[N:41](CC)CC.CS(Cl)(=O)=O.[N-]=[N+]=[N-].[Na+].O.O.[Sn](Cl)Cl.C([O-])(O)=O.[Na+]. The catalyst is C(Cl)Cl.CN(C=O)C.O. The product is [CH2:1]([N:8]([CH2:18][CH:19]([NH2:41])[CH2:20][N:21]([CH2:31][C:32]1[CH:37]=[CH:36][CH:35]=[CH:34][CH:33]=1)[C:22]([O:24][CH2:25][C:26]1[S:30][CH:29]=[N:28][CH:27]=1)=[O:23])[C:9](=[O:17])[O:10][CH2:11][C:12]1[S:16][CH:15]=[N:14][CH:13]=1)[C:2]1[CH:7]=[CH:6][CH:5]=[CH:4][CH:3]=1. The yield is 0.100. (10) The reactants are [CH3:1][C:2]1([CH3:9])[O:6][C@@H:5]([CH2:7][OH:8])[CH2:4][CH2:3]1.[N:10]1[C:17](Cl)=[N:16][C:14](Cl)=[N:13][C:11]=1[Cl:12].[Li+].C[Si]([N-][Si](C)(C)C)(C)C.Cl.Cl.[NH:31]1[CH2:36][CH2:35][CH:34]([C:37]2[C:45]3[C:40](=[N:41][CH:42]=[CH:43][CH:44]=3)[NH:39][CH:38]=2)[CH2:33][CH2:32]1.CCN(C(C)C)C(C)C. The catalyst is CC1OCCC1.CO. The product is [Cl:12][C:11]1[N:10]=[C:17]([O:8][CH2:7][C@H:5]2[CH2:4][CH2:3][C:2]([CH3:9])([CH3:1])[O:6]2)[N:16]=[C:14]([N:31]2[CH2:32][CH2:33][CH:34]([C:37]3[C:45]4[C:40](=[N:41][CH:42]=[CH:43][CH:44]=4)[NH:39][CH:38]=3)[CH2:35][CH2:36]2)[N:13]=1. The yield is 0.290.